From a dataset of Reaction yield outcomes from USPTO patents with 853,638 reactions. Predict the reaction yield, written as a fraction of the theoretical maximum amount of product (1.0 means a 100% yield; for example, 0.34 means a 34% yield). The reactants are C(=O)([O-])[O-].[Cs+].[Cs+].[Cl:7][C:8]1[C:12]([NH:13][C:14](=[O:24])[CH2:15][CH2:16][S:17][CH2:18][CH2:19][C:20]([F:23])([F:22])[F:21])=[CH:11][N:10]([C:25]2[CH:26]=[N:27][CH:28]=[CH:29][CH:30]=2)[N:9]=1.CN(C)C=O.I[CH2:37][CH3:38]. The catalyst is O.C(OCC)(=O)C. The product is [Cl:7][C:8]1[C:12]([N:13]([CH2:37][CH3:38])[C:14](=[O:24])[CH2:15][CH2:16][S:17][CH2:18][CH2:19][C:20]([F:22])([F:21])[F:23])=[CH:11][N:10]([C:25]2[CH:26]=[N:27][CH:28]=[CH:29][CH:30]=2)[N:9]=1. The yield is 0.660.